This data is from NCI-60 drug combinations with 297,098 pairs across 59 cell lines. The task is: Regression. Given two drug SMILES strings and cell line genomic features, predict the synergy score measuring deviation from expected non-interaction effect. (1) Drug 1: CC1CCC2CC(C(=CC=CC=CC(CC(C(=O)C(C(C(=CC(C(=O)CC(OC(=O)C3CCCCN3C(=O)C(=O)C1(O2)O)C(C)CC4CCC(C(C4)OC)O)C)C)O)OC)C)C)C)OC. Drug 2: C1CNP(=O)(OC1)N(CCCl)CCCl. Cell line: CCRF-CEM. Synergy scores: CSS=21.5, Synergy_ZIP=-1.75, Synergy_Bliss=1.93, Synergy_Loewe=-27.1, Synergy_HSA=0.968. (2) Drug 1: C1=CC(=CC=C1CCCC(=O)O)N(CCCl)CCCl. Drug 2: CCCCCOC(=O)NC1=NC(=O)N(C=C1F)C2C(C(C(O2)C)O)O. Cell line: SN12C. Synergy scores: CSS=19.1, Synergy_ZIP=-10.4, Synergy_Bliss=-4.08, Synergy_Loewe=-12.1, Synergy_HSA=-3.22. (3) Drug 1: CC1=C2C(C(=O)C3(C(CC4C(C3C(C(C2(C)C)(CC1OC(=O)C(C(C5=CC=CC=C5)NC(=O)OC(C)(C)C)O)O)OC(=O)C6=CC=CC=C6)(CO4)OC(=O)C)O)C)O. Drug 2: C(CN)CNCCSP(=O)(O)O. Cell line: HS 578T. Synergy scores: CSS=48.1, Synergy_ZIP=-2.85, Synergy_Bliss=-6.07, Synergy_Loewe=-72.7, Synergy_HSA=-6.09. (4) Drug 1: COC1=C(C=C2C(=C1)N=CN=C2NC3=CC(=C(C=C3)F)Cl)OCCCN4CCOCC4. Drug 2: CNC(=O)C1=NC=CC(=C1)OC2=CC=C(C=C2)NC(=O)NC3=CC(=C(C=C3)Cl)C(F)(F)F. Cell line: SNB-75. Synergy scores: CSS=34.5, Synergy_ZIP=-7.61, Synergy_Bliss=2.25, Synergy_Loewe=0.430, Synergy_HSA=3.43. (5) Drug 1: C1=NC2=C(N1)C(=S)N=C(N2)N. Drug 2: CC1=C(C(=O)C2=C(C1=O)N3CC4C(C3(C2COC(=O)N)OC)N4)N. Cell line: SK-MEL-28. Synergy scores: CSS=22.5, Synergy_ZIP=-5.30, Synergy_Bliss=-1.42, Synergy_Loewe=-12.3, Synergy_HSA=-0.0303.